Dataset: NCI-60 drug combinations with 297,098 pairs across 59 cell lines. Task: Regression. Given two drug SMILES strings and cell line genomic features, predict the synergy score measuring deviation from expected non-interaction effect. (1) Drug 1: CN1CCC(CC1)COC2=C(C=C3C(=C2)N=CN=C3NC4=C(C=C(C=C4)Br)F)OC. Drug 2: CCC1(CC2CC(C3=C(CCN(C2)C1)C4=CC=CC=C4N3)(C5=C(C=C6C(=C5)C78CCN9C7C(C=CC9)(C(C(C8N6C)(C(=O)OC)O)OC(=O)C)CC)OC)C(=O)OC)O.OS(=O)(=O)O. Cell line: KM12. Synergy scores: CSS=55.5, Synergy_ZIP=3.58, Synergy_Bliss=3.66, Synergy_Loewe=-54.8, Synergy_HSA=1.45. (2) Drug 1: COC1=C(C=C2C(=C1)N=CN=C2NC3=CC(=C(C=C3)F)Cl)OCCCN4CCOCC4. Drug 2: C1CNP(=O)(OC1)N(CCCl)CCCl. Cell line: SK-MEL-5. Synergy scores: CSS=29.7, Synergy_ZIP=-2.56, Synergy_Bliss=1.33, Synergy_Loewe=-35.2, Synergy_HSA=3.30. (3) Drug 1: C1CCN(CC1)CCOC2=CC=C(C=C2)C(=O)C3=C(SC4=C3C=CC(=C4)O)C5=CC=C(C=C5)O. Drug 2: COC1=C(C=C2C(=C1)N=CN=C2NC3=CC(=C(C=C3)F)Cl)OCCCN4CCOCC4. Cell line: EKVX. Synergy scores: CSS=32.9, Synergy_ZIP=-4.01, Synergy_Bliss=-1.17, Synergy_Loewe=-3.44, Synergy_HSA=-1.08. (4) Drug 1: CC1C(C(=O)NC(C(=O)N2CCCC2C(=O)N(CC(=O)N(C(C(=O)O1)C(C)C)C)C)C(C)C)NC(=O)C3=C4C(=C(C=C3)C)OC5=C(C(=O)C(=C(C5=N4)C(=O)NC6C(OC(=O)C(N(C(=O)CN(C(=O)C7CCCN7C(=O)C(NC6=O)C(C)C)C)C)C(C)C)C)N)C. Drug 2: C(=O)(N)NO. Cell line: CAKI-1. Synergy scores: CSS=11.8, Synergy_ZIP=0.526, Synergy_Bliss=5.25, Synergy_Loewe=-35.8, Synergy_HSA=1.45. (5) Drug 1: CC1=CC=C(C=C1)C2=CC(=NN2C3=CC=C(C=C3)S(=O)(=O)N)C(F)(F)F. Drug 2: C(=O)(N)NO. Cell line: HT29. Synergy scores: CSS=-4.49, Synergy_ZIP=1.50, Synergy_Bliss=-4.56, Synergy_Loewe=-4.49, Synergy_HSA=-7.03.